Dataset: Forward reaction prediction with 1.9M reactions from USPTO patents (1976-2016). Task: Predict the product of the given reaction. The product is: [C:1]([OH:8])(=[O:7])[CH2:2][CH2:3][C:4]([OH:6])=[O:5].[Cl:9][C:10]1[CH:28]=[C:27]([Cl:29])[CH:26]=[CH:25][C:11]=1[O:12][C@@H:13]([CH2:18][N:19]1[CH2:24][CH2:23][O:22][CH2:21][CH2:20]1)[CH2:14][CH2:15][NH:16][CH3:17]. Given the reactants [C:1]([OH:8])(=[O:7])[CH2:2][CH2:3][C:4]([OH:6])=[O:5].[Cl:9][C:10]1[CH:28]=[C:27]([Cl:29])[CH:26]=[CH:25][C:11]=1[O:12][C@@H:13]([CH2:18][N:19]1[CH2:24][CH2:23][O:22][CH2:21][CH2:20]1)[CH2:14][CH2:15][NH:16][CH3:17], predict the reaction product.